Dataset: Reaction yield outcomes from USPTO patents with 853,638 reactions. Task: Predict the reaction yield, written as a fraction of the theoretical maximum amount of product (1.0 means a 100% yield; for example, 0.34 means a 34% yield). (1) The reactants are [OH:1][CH2:2][CH2:3][CH2:4][CH2:5][CH2:6][C:7]([O:9][CH2:10][CH3:11])=[O:8].C(N(CC)CC)C.[CH3:19][S:20](Cl)(=[O:22])=[O:21]. The product is [CH3:19][S:20]([O:1][CH2:2][CH2:3][CH2:4][CH2:5][CH2:6][C:7]([O:9][CH2:10][CH3:11])=[O:8])(=[O:22])=[O:21]. The yield is 0.850. The catalyst is ClCCl. (2) The reactants are [F:1][C:2]([F:7])([F:6])[C:3]([OH:5])=[O:4].[F:8][C:9]([F:14])([F:13])[C:10]([OH:12])=[O:11].FC(F)(F)C(O)=O.[Cl:22][C:23]1[CH:24]=[N:25][C:26]2[NH:27][C:28]3[CH:29]=[N:30][CH:31]=[C:32]([CH:53]=3)[CH2:33][CH2:34][C:35]3[CH:43]=[C:39]([NH:40][C:41]=1[N:42]=2)[CH:38]=[CH:37][C:36]=3[O:44][CH2:45][CH2:46][CH:47]1[CH2:52][CH2:51][NH:50][CH2:49][CH2:48]1.[N:54]([C:57]1[CH:64]=[CH:63][C:60]([C:61]#[N:62])=[CH:59][CH:58]=1)=[C:55]=[O:56]. No catalyst specified. The product is [F:1][C:2]([F:7])([F:6])[C:3]([OH:5])=[O:4].[F:8][C:9]([F:14])([F:13])[C:10]([OH:12])=[O:11].[Cl:22][C:23]1[CH:24]=[N:25][C:26]2[NH:27][C:28]3[CH:29]=[N:30][CH:31]=[C:32]([CH:53]=3)[CH2:33][CH2:34][C:35]3[CH:43]=[C:39]([NH:40][C:41]=1[N:42]=2)[CH:38]=[CH:37][C:36]=3[O:44][CH2:45][CH2:46][CH:47]1[CH2:48][CH2:49][N:50]([C:55]([NH:54][C:57]2[CH:64]=[CH:63][C:60]([C:61]#[N:62])=[CH:59][CH:58]=2)=[O:56])[CH2:51][CH2:52]1. The yield is 0.400. (3) The reactants are [Cl:1][C:2]1[CH:10]=[C:9]2[C:5]([CH:6]=[C:7]([C:11]([O:13][CH2:14]C)=[O:12])[NH:8]2)=[CH:4][CH:3]=1.[Mg].[Cl-].[NH4+].C(OCC)(=O)C. The catalyst is CO. The product is [Cl:1][C:2]1[CH:10]=[C:9]2[C:5]([CH2:6][CH:7]([C:11]([O:13][CH3:14])=[O:12])[NH:8]2)=[CH:4][CH:3]=1. The yield is 0.630. (4) No catalyst specified. The reactants are [F:1][C:2]1[CH:3]=[C:4]2[C:9](=[CH:10][CH:11]=1)[N:8]=[C:7]([CH:12]([N:14]1C(=O)C3C(=CC=CC=3)C1=O)[CH3:13])[C:6]([C:25]1[CH:30]=[CH:29][CH:28]=[CH:27][N:26]=1)=[N:5]2.C(O)C.O.NN. The product is [F:1][C:2]1[CH:3]=[C:4]2[C:9](=[CH:10][CH:11]=1)[N:8]=[C:7]([CH:12]([NH2:14])[CH3:13])[C:6]([C:25]1[CH:30]=[CH:29][CH:28]=[CH:27][N:26]=1)=[N:5]2. The yield is 0.973. (5) The reactants are [CH2:1]([O:3][C:4](=[O:21])[CH:5]=[CH:6][C@@H:7]1[CH2:11][C:10]([F:13])([F:12])[CH2:9][N:8]1[C:14]([O:16][C:17]([CH3:20])([CH3:19])[CH3:18])=[O:15])[CH3:2]. The catalyst is [Pd].C(O)C. The product is [C:17]([O:16][C:14]([N:8]1[CH2:9][C:10]([F:13])([F:12])[CH2:11][C@H:7]1[CH2:6][CH2:5][C:4]([O:3][CH2:1][CH3:2])=[O:21])=[O:15])([CH3:20])([CH3:19])[CH3:18]. The yield is 0.895. (6) The catalyst is O. The yield is 0.950. The reactants are [CH3:1][N:2]([CH:4]=[O:5])[CH3:3].[Br:6][C:7]1C(O)=NC=[C:11]([I:13])[CH:12]=1.CI.C([O-])([O-])=O.[K+].[K+]. The product is [Br:6][C:7]1[C:4](=[O:5])[N:2]([CH3:3])[CH:1]=[C:11]([I:13])[CH:12]=1.